This data is from Forward reaction prediction with 1.9M reactions from USPTO patents (1976-2016). The task is: Predict the product of the given reaction. (1) Given the reactants [Br:1][C:2]1[CH:3]=[C:4]2[C:10](I)=[CH:9][N:8]([S:12]([C:15]3[CH:20]=[CH:19][C:18]([CH3:21])=[CH:17][CH:16]=3)(=[O:14])=[O:13])[C:5]2=[N:6][CH:7]=1.[CH3:22][N:23]1[CH2:28][CH2:27][N:26]([CH2:29][C:30]2[CH:35]=[CH:34][C:33](B3OC(C)(C)C(C)(C)O3)=[CH:32][CH:31]=2)[CH2:25][CH2:24]1.C([O-])([O-])=O.[Na+].[Na+].CCOC(C)=O, predict the reaction product. The product is: [Br:1][C:2]1[CH:3]=[C:4]2[C:10]([C:33]3[CH:32]=[CH:31][C:30]([CH2:29][N:26]4[CH2:27][CH2:28][N:23]([CH3:22])[CH2:24][CH2:25]4)=[CH:35][CH:34]=3)=[CH:9][N:8]([S:12]([C:15]3[CH:20]=[CH:19][C:18]([CH3:21])=[CH:17][CH:16]=3)(=[O:14])=[O:13])[C:5]2=[N:6][CH:7]=1. (2) Given the reactants C1(P(C2C=CC=CC=2)C2C=CC=CC=2)C=CC=CC=1.II.C(N(CC)CC)C.[CH3:29][O:30][C:31](=[O:58])[CH2:32][CH2:33][CH2:34][CH2:35][CH2:36][CH2:37][C:38](=[O:57])[NH:39][CH:40]([C:51]1[CH:56]=[CH:55][N:54]=[CH:53][CH:52]=1)[C:41]([C:43]1[CH:48]=[CH:47][C:46]([O:49][CH3:50])=[CH:45][CH:44]=1)=O, predict the reaction product. The product is: [CH3:29][O:30][C:31](=[O:58])[CH2:32][CH2:33][CH2:34][CH2:35][CH2:36][CH2:37][C:38]1[O:57][C:41]([C:43]2[CH:48]=[CH:47][C:46]([O:49][CH3:50])=[CH:45][CH:44]=2)=[C:40]([C:51]2[CH:56]=[CH:55][N:54]=[CH:53][CH:52]=2)[N:39]=1. (3) Given the reactants [NH2:1][C:2]1[N:3]=[C:4]([N:18]2[CH2:26][CH:25]3[CH:20]([N:21]([C:27]([O:29][C:30]([CH3:33])([CH3:32])[CH3:31])=[O:28])[CH2:22][CH2:23][CH2:24]3)[CH2:19]2)[C:5]2[CH2:12][CH2:11][O:10][C:9]3[CH:13]=[C:14](I)[CH:15]=[CH:16][C:8]=3[C:6]=2[N:7]=1.C(N(CC)CC)C.[C]=O, predict the reaction product. The product is: [NH2:1][C:2]1[N:3]=[C:4]([N:18]2[CH2:26][CH:25]3[CH:20]([N:21]([C:27]([O:29][C:30]([CH3:33])([CH3:32])[CH3:31])=[O:28])[CH2:22][CH2:23][CH2:24]3)[CH2:19]2)[C:5]2[CH2:12][CH2:11][O:10][C:9]3[CH:13]=[C:14]([C:27]([O:29][CH3:30])=[O:28])[CH:15]=[CH:16][C:8]=3[C:6]=2[N:7]=1. (4) Given the reactants [CH3:1][O:2][C:3](=[O:30])[C:4]1[CH:9]=[C:8]([O:10][C:11]2[CH:16]=[CH:15][C:14]([NH2:17])=[C:13]([F:18])[CH:12]=2)[CH:7]=[CH:6][C:5]=1[NH:19][S:20]([C:23]1[CH:28]=[CH:27][C:26]([CH3:29])=[CH:25][CH:24]=1)(=[O:22])=[O:21].[CH3:31][O:32][C:33](=[O:60])[C:34]1[CH:39]=[C:38]([O:40][C:41]2[CH:46]=[C:45]([F:47])[CH:44]=[CH:43][C:42]=2[NH2:48])[CH:37]=[CH:36][C:35]=1[NH:49][S:50]([C:53]1[CH:58]=[CH:57][C:56]([CH3:59])=[CH:55][CH:54]=1)(=[O:52])=[O:51].[S:61](Cl)([C:64]1[CH:70]=[CH:69][C:67]([CH3:68])=[CH:66][CH:65]=1)(=[O:63])=[O:62].N1C=CC=CC=1, predict the reaction product. The product is: [CH3:1][O:2][C:3](=[O:30])[C:4]1[CH:9]=[C:8]([O:10][C:11]2[CH:16]=[CH:15][C:14]([NH:17][S:50]([C:53]3[CH:58]=[CH:57][C:56]([CH3:59])=[CH:55][CH:54]=3)(=[O:52])=[O:51])=[C:13]([F:18])[CH:12]=2)[CH:7]=[CH:6][C:5]=1[NH:19][S:20]([C:23]1[CH:24]=[CH:25][C:26]([CH3:29])=[CH:27][CH:28]=1)(=[O:22])=[O:21].[CH3:31][O:32][C:33](=[O:60])[C:34]1[CH:39]=[C:38]([O:40][C:41]2[CH:46]=[C:45]([F:47])[CH:44]=[CH:43][C:42]=2[NH:48][S:61]([C:64]2[CH:70]=[CH:69][C:67]([CH3:68])=[CH:66][CH:65]=2)(=[O:63])=[O:62])[CH:37]=[CH:36][C:35]=1[NH:49][S:50]([C:53]1[CH:54]=[CH:55][C:56]([CH3:59])=[CH:57][CH:58]=1)(=[O:52])=[O:51]. (5) Given the reactants [C:1]([NH2:6])(=[O:5])[CH:2]([CH3:4])[CH3:3].C[Si](Cl)(C)C.[F:12][C:13]1[CH:20]=[CH:19][C:16]([CH:17]=O)=[CH:15][CH:14]=1.[C:21]1([CH3:30])[CH:26]=[CH:25][C:24]([S:27]([OH:29])=[O:28])=[CH:23][CH:22]=1, predict the reaction product. The product is: [F:12][C:13]1[CH:20]=[CH:19][C:16]([CH:17]([S:27]([C:24]2[CH:25]=[CH:26][C:21]([CH3:30])=[CH:22][CH:23]=2)(=[O:29])=[O:28])[NH:6][C:1](=[O:5])[CH:2]([CH3:4])[CH3:3])=[CH:15][CH:14]=1. (6) Given the reactants [C:1]([O:5][C:6](=[O:28])[C:7]1[CH:12]=[CH:11][C:10]([CH2:13][CH2:14][S:15]([N:18]2[CH2:23][CH2:22][C:21]([NH2:26])([C:24]#[N:25])[CH2:20][CH2:19]2)(=[O:17])=[O:16])=[C:9]([CH3:27])[CH:8]=1)([CH3:4])([CH3:3])[CH3:2].[CH2:29]([O:36][C:37]1[CH:38]=[C:39]([CH:43]=[C:44]([C:46]([F:49])([F:48])[F:47])[CH:45]=1)[C:40](O)=[O:41])[C:30]1[CH:35]=[CH:34][CH:33]=[CH:32][CH:31]=1.CCN(C(C)C)C(C)C.CN(C(ON1N=NC2C=CC=NC1=2)=[N+](C)C)C.F[P-](F)(F)(F)(F)F, predict the reaction product. The product is: [C:1]([O:5][C:6](=[O:28])[C:7]1[CH:12]=[CH:11][C:10]([CH2:13][CH2:14][S:15]([N:18]2[CH2:23][CH2:22][C:21]([NH:26][C:40](=[O:41])[C:39]3[CH:43]=[C:44]([C:46]([F:48])([F:49])[F:47])[CH:45]=[C:37]([O:36][CH2:29][C:30]4[CH:31]=[CH:32][CH:33]=[CH:34][CH:35]=4)[CH:38]=3)([C:24]#[N:25])[CH2:20][CH2:19]2)(=[O:16])=[O:17])=[C:9]([CH3:27])[CH:8]=1)([CH3:4])([CH3:3])[CH3:2]. (7) Given the reactants [CH:1]1([NH:4][C:5](=[O:23])[C:6]2[CH:11]=[CH:10][C:9]([CH3:12])=[C:8]([NH:13][C:14](=[O:22])[C:15]3[CH:20]=[CH:19][C:18]([OH:21])=[CH:17][CH:16]=3)[CH:7]=2)[CH2:3][CH2:2]1.[CH3:24][O:25][C:26]1[CH:31]=[CH:30][N:29]=[C:28]([CH2:32]O)[CH:27]=1.C(P(CCCC)CCCC)CCC.N(C(OC(C)C)=O)=NC(OC(C)C)=O, predict the reaction product. The product is: [CH:1]1([NH:4][C:5](=[O:23])[C:6]2[CH:11]=[CH:10][C:9]([CH3:12])=[C:8]([NH:13][C:14](=[O:22])[C:15]3[CH:16]=[CH:17][C:18]([O:21][CH2:32][C:28]4[CH:27]=[C:26]([O:25][CH3:24])[CH:31]=[CH:30][N:29]=4)=[CH:19][CH:20]=3)[CH:7]=2)[CH2:2][CH2:3]1. (8) Given the reactants [Cl:1][CH2:2][C:3](Cl)=[O:4].[NH2:6][C:7]1[CH:14]=[CH:13][CH:12]=[CH:11][C:8]=1[CH2:9][OH:10].C(N(C(C)C)CC)(C)C, predict the reaction product. The product is: [Cl:1][CH2:2][C:3]([NH:6][C:7]1[CH:14]=[CH:13][CH:12]=[CH:11][C:8]=1[CH2:9][OH:10])=[O:4]. (9) Given the reactants [CH:1]#[C:2][CH:3]([OH:9])[CH2:4][CH2:5][CH2:6][CH2:7][CH3:8].N1C=CN=C1.[CH3:15][C:16]([Si:19](Cl)([CH3:21])[CH3:20])([CH3:18])[CH3:17], predict the reaction product. The product is: [C:16]([Si:19]([O:9][CH:3]([C:2]#[CH:1])[CH2:4][CH2:5][CH2:6][CH2:7][CH3:8])([CH3:21])[CH3:20])([CH3:18])([CH3:17])[CH3:15]. (10) Given the reactants [O:1]1[C:5]2[CH:6]=[CH:7][CH:8]=[CH:9][C:4]=2[N:3]=[CH:2]1.[C:10]([OH:17])(=[O:16])/[CH:11]=[CH:12]\[C:13]([OH:15])=[O:14], predict the reaction product. The product is: [O:1]1[C:5]2[CH:6]=[CH:7][CH:8]=[CH:9][C:4]=2[N:3]=[C:2]1[CH:11]1[C:12]2[C:13](=[CH:5][CH:6]=[CH:7][CH:8]=2)[CH2:2][N:3]([CH3:4])[CH2:10]1.[C:10]([OH:17])(=[O:16])/[CH:11]=[CH:12]\[C:13]([OH:15])=[O:14].[O:1]1[C:5]2[CH:6]=[CH:7][CH:8]=[CH:9][C:4]=2[N:3]=[C:2]1[CH:11]1[C:12]2[C:13](=[CH:5][CH:6]=[CH:7][CH:8]=2)[CH2:2][N:3]([CH3:4])[CH2:10]1.